Dataset: Full USPTO retrosynthesis dataset with 1.9M reactions from patents (1976-2016). Task: Predict the reactants needed to synthesize the given product. (1) Given the product [CH3:24][C:19]1([CH3:25])[C:20]([CH3:23])([CH3:22])[O:21][B:17]([C:2]2[CH:16]=[CH:15][C:5]([O:6][CH:7]3[CH2:12][CH2:11][N:10]([CH:13]=[O:14])[CH2:9][CH2:8]3)=[CH:4][CH:3]=2)[O:18]1, predict the reactants needed to synthesize it. The reactants are: Br[C:2]1[CH:16]=[CH:15][C:5]([O:6][CH:7]2[CH2:12][CH2:11][N:10]([CH:13]=[O:14])[CH2:9][CH2:8]2)=[CH:4][CH:3]=1.[B:17]1([B:17]2[O:21][C:20]([CH3:23])([CH3:22])[C:19]([CH3:25])([CH3:24])[O:18]2)[O:21][C:20]([CH3:23])([CH3:22])[C:19]([CH3:25])([CH3:24])[O:18]1.CC([O-])=O.[K+].C(Cl)Cl. (2) The reactants are: CN.[O:3]1[CH:7]=[CH:6][C:5]([C:8]2[CH:9]=[C:10]([C:19]([F:22])([F:21])[F:20])[C:11]3[N:12]([CH:14]=[C:15](NC)[N:16]=3)[CH:13]=2)=[CH:4]1.[CH2:23]([N:30]=[C:31]=[O:32])[C:24]1[CH:29]=[CH:28][CH:27]=[CH:26][CH:25]=1.[CH:33]([N:36](CC)C(C)C)(C)C. Given the product [CH2:23]([NH:30][C:31]([NH:36][CH2:33][C:15]1[N:16]=[C:11]2[C:10]([C:19]([F:20])([F:21])[F:22])=[CH:9][C:8]([C:5]3[CH:6]=[CH:7][O:3][CH:4]=3)=[CH:13][N:12]2[CH:14]=1)=[O:32])[C:24]1[CH:29]=[CH:28][CH:27]=[CH:26][CH:25]=1, predict the reactants needed to synthesize it. (3) Given the product [Cl:21][C:14]1[CH:13]=[C:12]([CH2:16][CH3:17])[N:11]=[C:10]([CH3:18])[C:9]=1[C:1]([C:2]1[CH:7]=[CH:6][CH:5]=[CH:4][CH:3]=1)=[O:8], predict the reactants needed to synthesize it. The reactants are: [C:1]([C:9]1[C:14](=O)[CH:13]=[C:12]([CH2:16][CH3:17])[NH:11][C:10]=1[CH3:18])(=[O:8])[C:2]1[CH:7]=[CH:6][CH:5]=[CH:4][CH:3]=1.P(Cl)(Cl)([Cl:21])=O.C(=O)(O)[O-].[Na+]. (4) Given the product [Si:37]([O:18][CH2:17][C@H:10]1[O:9][C@:8]([C:5]2[CH:6]=[CH:7][C:2]([Cl:1])=[C:3]([CH2:21][C:22]3[CH:27]=[CH:26][C:25]([O:28][CH2:29][CH3:30])=[C:24]([F:31])[C:23]=3[F:32])[CH:4]=2)([O:19][CH3:20])[C@H:13]([OH:14])[C@@H:12]([OH:15])[C@@H:11]1[OH:16])([C:34]([CH3:36])([CH3:35])[CH3:33])([CH3:39])[CH3:38], predict the reactants needed to synthesize it. The reactants are: [Cl:1][C:2]1[CH:7]=[CH:6][C:5]([C@@:8]2([O:19][CH3:20])[C@H:13]([OH:14])[C@@H:12]([OH:15])[C@H:11]([OH:16])[C@@H:10]([CH2:17][OH:18])[O:9]2)=[CH:4][C:3]=1[CH2:21][C:22]1[CH:27]=[CH:26][C:25]([O:28][CH2:29][CH3:30])=[C:24]([F:31])[C:23]=1[F:32].[CH3:33][C:34]([Si:37](Cl)([CH3:39])[CH3:38])([CH3:36])[CH3:35]. (5) Given the product [CH:37]([N:35]1[N:34]=[N:33][C:32]([CH2:31][CH2:30][NH:29][C:27]([NH:26][C:24]2[N:25]=[C:20]3[CH:19]=[CH:18][C:17]([C:3]4[CH:2]=[N:1][CH:6]=[CH:5][CH:4]=4)=[CH:22][N:21]3[CH:23]=2)=[O:28])=[N:36]1)([CH3:39])[CH3:38], predict the reactants needed to synthesize it. The reactants are: [N:1]1[CH:6]=[CH:5][CH:4]=[C:3](B(O)O)[CH:2]=1.C(=O)([O-])[O-].[Na+].[Na+].Br[C:17]1[CH:18]=[CH:19][C:20]2[N:21]([CH:23]=[C:24]([NH:26][C:27]([NH:29][CH2:30][CH2:31][C:32]3[N:33]=[N:34][N:35]([CH:37]([CH3:39])[CH3:38])[N:36]=3)=[O:28])[N:25]=2)[CH:22]=1. (6) Given the product [CH3:27][N:9]([C:10]1[CH:26]=[CH:25][C:13]2[N:14]=[C:15]([CH3:17])[S:16][C:12]=2[CH:11]=1)[C:7](=[O:8])[CH2:6][O:5][CH2:4][C:1]([OH:3])=[O:2], predict the reactants needed to synthesize it. The reactants are: [C:1]([CH2:4][O:5][CH2:6][C:7]([N:9]([CH3:27])[C:10]1[CH:26]=[CH:25][C:13]2[N+:14](CCCS([O-])(=O)=O)=[C:15]([CH3:17])[S:16][C:12]=2[CH:11]=1)=[O:8])([OH:3])=[O:2].C1CS(=O)C1. (7) Given the product [CH:17]([C:20]1[C:28]2[C:23](=[N:24][CH:25]=[CH:26][C:27]=2[C:29]2[CH:30]=[N:31][C:32]3[C:37]([CH:38]=2)=[CH:36][CH:35]=[CH:34][CH:33]=3)[N:22]([C:4]2[C:3]([CH3:10])=[CH:2][CH:9]=[CH:8][C:5]=2[C:6]#[N:7])[N:21]=1)([CH3:19])[CH3:18], predict the reactants needed to synthesize it. The reactants are: F[C:2]1[CH:9]=[CH:8][C:5]([C:6]#[N:7])=[CH:4][C:3]=1[CH3:10].C(=O)([O-])[O-].[Cs+].[Cs+].[CH:17]([C:20]1[C:28]2[C:23](=[N:24][CH:25]=[CH:26][C:27]=2[C:29]2[CH:30]=[N:31][C:32]3[C:37]([CH:38]=2)=[CH:36][CH:35]=[CH:34][CH:33]=3)[NH:22][N:21]=1)([CH3:19])[CH3:18].C(OCC)(=O)C.